This data is from Forward reaction prediction with 1.9M reactions from USPTO patents (1976-2016). The task is: Predict the product of the given reaction. (1) Given the reactants CN(C=O)C.[CH:6]1([OH:11])[CH2:10][CH2:9][CH2:8][CH2:7]1.[H-].[Na+].Cl[C:15]1[CH:16]=[C:17]([N:24]([CH2:32][CH:33]([CH3:35])[CH3:34])[C:25](=[O:31])[O:26][C:27]([CH3:30])([CH3:29])[CH3:28])[C:18]2[N:19]([CH:21]=[N:22][N:23]=2)[N:20]=1, predict the reaction product. The product is: [CH:6]1([O:11][C:15]2[CH:16]=[C:17]([N:24]([CH2:32][CH:33]([CH3:35])[CH3:34])[C:25](=[O:31])[O:26][C:27]([CH3:28])([CH3:29])[CH3:30])[C:18]3[N:19]([CH:21]=[N:22][N:23]=3)[N:20]=2)[CH2:10][CH2:9][CH2:8][CH2:7]1. (2) Given the reactants [C:1]([C:4]1[CH:5]=[C:6]([CH:20]=[CH:21][CH:22]=1)[CH2:7][N:8]1[C:17]2[C:12](=[CH:13][CH:14]=[CH:15][CH:16]=2)[C:11](=[O:18])[NH:10][C:9]1=[O:19])(O)=[O:2].[N:23]1[CH:28]=[CH:27][CH:26]=[CH:25][C:24]=1[N:29]1[CH2:34][CH2:33][NH:32][CH2:31][CH2:30]1.F[P-](F)(F)(F)(F)F.N1(OC(N(C)C)=[N+](C)C)C2N=CC=CC=2N=N1.C(N(CC)C(C)C)(C)C, predict the reaction product. The product is: [N:23]1[CH:28]=[CH:27][CH:26]=[CH:25][C:24]=1[N:29]1[CH2:30][CH2:31][N:32]([C:1]([C:4]2[CH:5]=[C:6]([CH:20]=[CH:21][CH:22]=2)[CH2:7][N:8]2[C:17]3[C:12](=[CH:13][CH:14]=[CH:15][CH:16]=3)[C:11](=[O:18])[NH:10][C:9]2=[O:19])=[O:2])[CH2:33][CH2:34]1. (3) Given the reactants [OH-].[Na+:2].[C:3]([OH:20])(=[O:19])[CH2:4][CH2:5][CH2:6][CH2:7][CH2:8][CH2:9][CH2:10][CH2:11][CH2:12][CH2:13][CH2:14][CH2:15][CH2:16][CH2:17][CH3:18], predict the reaction product. The product is: [C:3]([O-:20])(=[O:19])[CH2:4][CH2:5][CH2:6][CH2:7][CH2:8][CH2:9][CH2:10][CH2:11][CH2:12][CH2:13][CH2:14][CH2:15][CH2:16][CH2:17][CH3:18].[Na+:2]. (4) Given the reactants C([N:8]1[C:31]([CH3:33])([CH3:32])[CH2:30][O:29][C:10]2([CH2:15][CH2:14][N:13]([C:16]([C:18]3[CH:23]=[CH:22][C:21]([O:24][CH:25]([CH3:27])[CH3:26])=[C:20]([CH3:28])[CH:19]=3)=[O:17])[CH2:12][CH2:11]2)[CH2:9]1)C1C=CC=CC=1.C([O-])=O.[NH4+], predict the reaction product. The product is: [CH3:33][C:31]1([CH3:32])[CH2:30][O:29][C:10]2([CH2:11][CH2:12][N:13]([C:16]([C:18]3[CH:23]=[CH:22][C:21]([O:24][CH:25]([CH3:27])[CH3:26])=[C:20]([CH3:28])[CH:19]=3)=[O:17])[CH2:14][CH2:15]2)[CH2:9][NH:8]1. (5) Given the reactants Br[C:2]1[CH:3]=[C:4]([CH:7]=[CH:8][C:9]=1/[N:10]=[N:11]/[C:12]1[CH:17]=[C:16]([O:18][CH2:19][CH:20]([CH2:25][CH3:26])[CH2:21][CH2:22][CH2:23][CH3:24])[C:15]([N:27]([CH2:33][CH2:34][CH2:35][CH2:36][CH3:37])[CH2:28][CH2:29][CH2:30][CH2:31][CH3:32])=[CH:14][C:13]=1[O:38][CH2:39][CH:40]([CH2:45][CH3:46])[CH2:41][CH2:42][CH2:43][CH3:44])[C:5]#[N:6].[C:47]([Cu])#[N:48].N, predict the reaction product. The product is: [CH2:33]([N:27]([CH2:28][CH2:29][CH2:30][CH2:31][CH3:32])[C:15]1[C:16]([O:18][CH2:19][CH:20]([CH2:25][CH3:26])[CH2:21][CH2:22][CH2:23][CH3:24])=[CH:17][C:12](/[N:11]=[N:10]/[C:9]2[CH:8]=[CH:7][C:4]([C:5]#[N:6])=[CH:3][C:2]=2[C:47]#[N:48])=[C:13]([O:38][CH2:39][CH:40]([CH2:45][CH3:46])[CH2:41][CH2:42][CH2:43][CH3:44])[CH:14]=1)[CH2:34][CH2:35][CH2:36][CH3:37]. (6) The product is: [CH3:15][C:14]1([CH2:13][CH2:12][CH:11]=[C:9]([CH3:10])[CH3:8])[CH2:16][CH:5]1[CH2:4][OH:6]. Given the reactants BrCBr.[C:4](Cl)(=[O:6])[CH3:5].[CH3:8][C:9](=[CH:11][CH2:12][CH2:13]/[C:14](=[CH:16]/CO)/[CH3:15])[CH3:10].OC/[CH:16]=[C:14](/[CH3:15])\[CH2:13][CH2:12][CH:11]=[C:9]([CH3:10])[CH3:8].BrC(Br)C.[Cl-].[NH4+], predict the reaction product. (7) Given the reactants [OH-].[Na+].[CH2:3]1[C:12]2[C:7](=[CH:8][CH:9]=[CH:10][CH:11]=2)[CH2:6][C@H:5]([C:13]([OH:15])=[O:14])[NH:4]1.[C:16]1([C:26]2[CH:31]=[CH:30][CH:29]=[CH:28][CH:27]=2)[CH:21]=[CH:20][C:19]([S:22](Cl)(=[O:24])=[O:23])=[CH:18][CH:17]=1.Cl, predict the reaction product. The product is: [C:16]1([C:26]2[CH:31]=[CH:30][CH:29]=[CH:28][CH:27]=2)[CH:21]=[CH:20][C:19]([S:22]([N:4]2[C@@H:5]([C:13]([OH:15])=[O:14])[CH2:6][C:7]3[C:12](=[CH:11][CH:10]=[CH:9][CH:8]=3)[CH2:3]2)(=[O:24])=[O:23])=[CH:18][CH:17]=1. (8) Given the reactants Br[C:2]1[C:3]([Cl:9])=[N:4][C:5]([Cl:8])=[N:6][CH:7]=1.C([Mg]Cl)(C)C.[F:15][C:16]1[C:23]([F:24])=[CH:22][CH:21]=[C:20]([O:25][CH3:26])[C:17]=1[CH:18]=[O:19], predict the reaction product. The product is: [Cl:8][C:5]1[N:4]=[C:3]([Cl:9])[C:2]([CH:18]([C:17]2[C:20]([O:25][CH3:26])=[CH:21][CH:22]=[C:23]([F:24])[C:16]=2[F:15])[OH:19])=[CH:7][N:6]=1. (9) Given the reactants [C:1]([O:5][CH3:6])(=[O:4])[CH:2]=[CH2:3].[CH2:7]([OH:10])[CH2:8][CH3:9], predict the reaction product. The product is: [CH2:7]([O:10][CH2:3][CH2:2][C:1]([O:5][CH3:6])=[O:4])[CH2:8][CH3:9]. (10) Given the reactants Cl.C(S[C:7]1[CH:8]=[C:9]([CH:13]([C:22]([O:24][C:25]([CH3:28])([CH3:27])[CH3:26])=[O:23])[CH2:14][NH:15][CH2:16][C:17]([N:19]([CH3:21])[CH3:20])=[O:18])[CH:10]=[CH:11][CH:12]=1)CCC.Cl.[CH2:30](SC1C=C(CCNCC(N(C)C)=O)C=CC=1)[CH2:31][CH2:32][CH3:33].O[O:51][S:52]([O-:54])=O.[K+].C([O-])(O)=O.[Na+], predict the reaction product. The product is: [CH2:30]([S:52]([C:7]1[CH:8]=[C:9]([CH:13]([C:22]([O:24][C:25]([CH3:27])([CH3:26])[CH3:28])=[O:23])[CH2:14][NH:15][CH2:16][C:17]([N:19]([CH3:20])[CH3:21])=[O:18])[CH:10]=[CH:11][CH:12]=1)(=[O:54])=[O:51])[CH2:31][CH2:32][CH3:33].